Dataset: Forward reaction prediction with 1.9M reactions from USPTO patents (1976-2016). Task: Predict the product of the given reaction. Given the reactants C([O:8][C@@H:9]1[C@@H:14]([O:15]CC2C=CC=CC=2)[C@@H:13]([O:23]CC2C=CC=CC=2)[C@@H:12]([CH2:31][O:32]CC2C=CC=CC=2)[O:11][C@:10]21[C:47]1[C:42](=[CH:43][C:44]([CH3:58])=[C:45]([CH2:48][C:49]3[CH:54]=[CH:53][C:52]([CH:55]([CH3:57])[CH3:56])=[CH:51][CH:50]=3)[CH:46]=1)[CH2:41][O:40]2)C1C=CC=CC=1, predict the reaction product. The product is: [OH:32][CH2:31][C@H:12]1[O:11][C@@:10]2([C:47]3[C:42](=[CH:43][C:44]([CH3:58])=[C:45]([CH2:48][C:49]4[CH:54]=[CH:53][C:52]([CH:55]([CH3:57])[CH3:56])=[CH:51][CH:50]=4)[CH:46]=3)[CH2:41][O:40]2)[C@H:9]([OH:8])[C@@H:14]([OH:15])[C@@H:13]1[OH:23].